Predict the product of the given reaction. From a dataset of Forward reaction prediction with 1.9M reactions from USPTO patents (1976-2016). Given the reactants Br[CH2:2][C:3](=[O:10])[CH2:4][NH:5][CH2:6][CH:7]1[CH2:9][CH2:8]1.[OH:11][C:12]1[CH:13]=[C:14]([CH:17]=[CH:18][CH:19]=1)[CH:15]=[O:16].C(=O)([O-])[O-].[Cs+].[Cs+], predict the reaction product. The product is: [CH:7]1([CH2:6][NH:5][CH2:4][C:3](=[O:10])[CH2:2][O:11][C:12]2[CH:13]=[C:14]([CH:17]=[CH:18][CH:19]=2)[CH:15]=[O:16])[CH2:9][CH2:8]1.